Dataset: Catalyst prediction with 721,799 reactions and 888 catalyst types from USPTO. Task: Predict which catalyst facilitates the given reaction. (1) Reactant: [C:1](N1C=CC=CC1=O)([N:3]1C=CC=CC1=O)=[S:2].[F:17][C:18]([F:30])([F:29])[C:19]1[CH:20]=[C:21]2[C:25](=[CH:26][CH:27]=1)[NH:24][N:23]=[C:22]2[NH2:28].[NH4+].[OH-]. Product: [F:30][C:18]([F:17])([F:29])[C:19]1[CH:20]=[C:21]2[C:25](=[CH:26][CH:27]=1)[NH:24][N:23]=[C:22]2[NH:28][C:1]([NH2:3])=[S:2]. The catalyst class is: 61. (2) Reactant: [I:1][C:2]([F:18])([F:17])[C:3]([F:16])([F:15])[O:4][C:5]([F:14])([F:13])[C:6]([F:12])([F:11])[S:7](F)(=[O:9])=[O:8].[OH-].[K+].C1C[O:24]CC1.O.[Br-].[C:28]1([S+:34]([C:41]2[CH:46]=[CH:45][CH:44]=[CH:43][CH:42]=2)[C:35]2[CH:40]=[CH:39][CH:38]=[CH:37][CH:36]=2)[CH:33]=[CH:32][CH:31]=[CH:30][CH:29]=1. Product: [I:1][C:2]([F:18])([F:17])[C:3]([F:16])([F:15])[O:4][C:5]([F:14])([F:13])[C:6]([F:12])([F:11])[S:7]([O-:24])(=[O:9])=[O:8].[C:41]1([S+:34]([C:28]2[CH:29]=[CH:30][CH:31]=[CH:32][CH:33]=2)[C:35]2[CH:40]=[CH:39][CH:38]=[CH:37][CH:36]=2)[CH:42]=[CH:43][CH:44]=[CH:45][CH:46]=1. The catalyst class is: 232. (3) Reactant: [F:1][C:2]1[CH:3]=[C:4]([S:9]([CH:12]([C:23]2[C:28]([F:29])=[CH:27][CH:26]=[C:25]([F:30])[C:24]=2[F:31])[C:13]2[C:14]([CH3:22])=[CH:15][C:16]([C:19]([NH2:21])=[O:20])=[N:17][CH:18]=2)(=[O:11])=[O:10])[CH:5]=[CH:6][C:7]=1[F:8].C=O.[OH-].[Na+].[C:36](OCC)(=[O:38])C. Product: [F:1][C:2]1[CH:3]=[C:4]([S:9]([CH:12]([C:23]2[C:28]([F:29])=[CH:27][CH:26]=[C:25]([F:30])[C:24]=2[F:31])[C:13]2[C:14]([CH3:22])=[CH:15][C:16]([C:19]([NH:21][CH2:36][OH:38])=[O:20])=[N:17][CH:18]=2)(=[O:11])=[O:10])[CH:5]=[CH:6][C:7]=1[F:8]. The catalyst class is: 57.